From a dataset of Forward reaction prediction with 1.9M reactions from USPTO patents (1976-2016). Predict the product of the given reaction. (1) Given the reactants [NH2:1][C:2]1[S:3][C:4]([C:7]#[N:8])=[CH:5][N:6]=1.[Cl:9][C:10]1[N:15]=[C:14](Cl)[CH:13]=[C:12]([Cl:17])[N:11]=1.ClC1N=C(NC2SC(C)=CN=2)C=C(Cl)N=1, predict the reaction product. The product is: [Cl:9][C:10]1[N:15]=[C:14]([NH:1][C:2]2[S:3][C:4]([C:7]#[N:8])=[CH:5][N:6]=2)[CH:13]=[C:12]([Cl:17])[N:11]=1. (2) Given the reactants [NH4+].[OH-].[CH3:3][CH:4]1[CH2:6][C:5]1([C:10]1[CH:15]=[CH:14][C:13]([N+:16]([O-])=O)=[CH:12][CH:11]=1)[C:7]([NH2:9])=[O:8], predict the reaction product. The product is: [CH3:3][CH:4]1[CH2:6][C:5]1([C:10]1[CH:11]=[CH:12][C:13]([NH2:16])=[CH:14][CH:15]=1)[C:7]([NH2:9])=[O:8]. (3) Given the reactants CS(N)(=O)=O.[CH3:6][NH:7][S:8]([NH2:11])(=[O:10])=[O:9].C(C1(COC2C(C3CC3)=CC(C(O)=O)=C(F)C=2)C2CC3CC(CC1C3)C2)#N.[Cl:39][C:40]1[C:41]([O:50][CH2:51][C:52]2([C:62]#[N:63])[CH:59]3[CH2:60][CH:55]4[CH2:56][CH:57]([CH2:61][CH:53]2[CH2:54]4)[CH2:58]3)=[CH:42][C:43]([F:49])=[C:44]([CH:48]=1)[C:45]([OH:47])=O, predict the reaction product. The product is: [Cl:39][C:40]1[C:41]([O:50][CH2:51][C:52]2([C:62]#[N:63])[CH:59]3[CH2:58][CH:57]4[CH2:56][CH:55]([CH2:54][CH:53]2[CH2:61]4)[CH2:60]3)=[CH:42][C:43]([F:49])=[C:44]([CH:48]=1)[C:45]([NH:11][S:8](=[O:10])(=[O:9])[NH:7][CH3:6])=[O:47]. (4) Given the reactants [CH2:1]([C:3]1[CH:4]=[C:5]([CH:10]=[CH:11][C:12]=1[F:13])[C:6]([O:8]C)=[O:7])[CH3:2].[OH-].[Li+], predict the reaction product. The product is: [F:13][C:12]1[CH:11]=[CH:10][C:5]([C:6]([OH:8])=[O:7])=[CH:4][C:3]=1[CH2:1][CH3:2]. (5) Given the reactants [NH2:1][C@H:2]([C:15]([N:17]1[CH2:22][CH2:21][CH:20]([N:23]2[N:32]=[C:31]([C:33]3[CH:38]=[CH:37][C:36]([O:39][CH3:40])=[C:35]([O:41][CH3:42])[CH:34]=3)[C@@H:30]3[C@@H:25]([CH2:26][CH2:27][CH2:28][CH2:29]3)[C:24]2=[O:43])[CH2:19][CH2:18]1)=[O:16])[CH2:3][CH2:4][C:5]([O:7][CH2:8][C:9]1[CH:14]=[CH:13][CH:12]=[CH:11][CH:10]=1)=[O:6].[CH:44]1([CH2:47][O:48][C:49]2[CH:57]=[CH:56][C:52]3[O:53][CH2:54][O:55][C:51]=3[C:50]=2[C:58]2[C:59]3[NH:66][CH:65]=[C:64]([C:67](O)=[O:68])[C:60]=3[N:61]=[CH:62][N:63]=2)[CH2:46][CH2:45]1.CCOC(C(C#N)=NOC(N1CCOCC1)=[N+](C)C)=O.F[P-](F)(F)(F)(F)F.CCN(C(C)C)C(C)C, predict the reaction product. The product is: [CH:44]1([CH2:47][O:48][C:49]2[CH:57]=[CH:56][C:52]3[O:53][CH2:54][O:55][C:51]=3[C:50]=2[C:58]2[C:59]3[NH:66][CH:65]=[C:64]([C:67]([NH:1][C@H:2]([C:15]([N:17]4[CH2:18][CH2:19][CH:20]([N:23]5[N:32]=[C:31]([C:33]6[CH:38]=[CH:37][C:36]([O:39][CH3:40])=[C:35]([O:41][CH3:42])[CH:34]=6)[C@@H:30]6[C@@H:25]([CH2:26][CH2:27][CH2:28][CH2:29]6)[C:24]5=[O:43])[CH2:21][CH2:22]4)=[O:16])[CH2:3][CH2:4][C:5]([O:7][CH2:8][C:9]4[CH:14]=[CH:13][CH:12]=[CH:11][CH:10]=4)=[O:6])=[O:68])[C:60]=3[N:61]=[CH:62][N:63]=2)[CH2:45][CH2:46]1. (6) Given the reactants [I:1][C:2]1[CH:3]=[C:4]2[C:8](=[CH:9][CH:10]=1)[NH:7][C:6](=[O:11])[C:5]2=O.[NH:13]([C:15]([C:17]1[CH:22]=[CH:21][C:20]([NH:23][C:24]([C:26]2[O:27][CH:28]=[CH:29][CH:30]=2)=[O:25])=[CH:19][CH:18]=1)=[O:16])[NH2:14], predict the reaction product. The product is: [I:1][C:2]1[CH:3]=[C:4]2[C:8](=[CH:9][CH:10]=1)[NH:7][C:6](=[O:11])[C:5]2=[N:14][NH:13][C:15]([C:17]1[CH:18]=[CH:19][C:20]([NH:23][C:24]([C:26]2[O:27][CH:28]=[CH:29][CH:30]=2)=[O:25])=[CH:21][CH:22]=1)=[O:16]. (7) Given the reactants [CH2:1]([O:8][C:9]([N:11]([C:18]1[C:27]2[C:22](=[CH:23][CH:24]=[C:25]([C:28]([F:31])([F:30])[F:29])[CH:26]=2)[N:21]=[CH:20][CH:19]=1)[CH2:12][C:13]([O:15]CC)=[O:14])=[O:10])[C:2]1[CH:7]=[CH:6][CH:5]=[CH:4][CH:3]=1.[Li+].[OH-].Cl, predict the reaction product. The product is: [CH2:1]([O:8][C:9]([N:11]([C:18]1[C:27]2[C:22](=[CH:23][CH:24]=[C:25]([C:28]([F:31])([F:30])[F:29])[CH:26]=2)[N:21]=[CH:20][CH:19]=1)[CH2:12][C:13]([OH:15])=[O:14])=[O:10])[C:2]1[CH:7]=[CH:6][CH:5]=[CH:4][CH:3]=1. (8) Given the reactants [CH:1]12[CH2:14][CH:11]([CH2:12][CH2:13]1)[C:10]1[CH:9]=[C:8]3[N:3]([CH2:4][CH2:5][NH:6][C:7]3=[O:15])[C:2]2=1.Br[C:17]1[N:24]=[CH:23][CH:22]=[C:21]([Cl:25])[C:18]=1[CH:19]=[O:20].C([O-])(=O)C.[K+].CC1(C)C2C(=C(P(C3C=CC=CC=3)C3C=CC=CC=3)C=CC=2)OC2C(P(C3C=CC=CC=3)C3C=CC=CC=3)=CC=CC1=2, predict the reaction product. The product is: [Cl:25][C:21]1[CH:22]=[CH:23][N:24]=[C:17]([N:6]2[C:7](=[O:15])[C:8]3[N:3]([C:2]4[C@@H:1]5[CH2:14][C@H:11]([C:10]=4[CH:9]=3)[CH2:12][CH2:13]5)[CH2:4][CH2:5]2)[C:18]=1[CH:19]=[O:20].